From a dataset of Full USPTO retrosynthesis dataset with 1.9M reactions from patents (1976-2016). Predict the reactants needed to synthesize the given product. (1) Given the product [CH3:1][O:2][C:3](=[O:11])[C:4]1[CH:9]=[CH:8][C:7]([O:10][CH2:25][CH2:24][C:14]2[N:15]=[C:16]([C:18]3[CH:23]=[CH:22][CH:21]=[CH:20][CH:19]=3)[O:17][C:13]=2[CH3:12])=[N:6][CH:5]=1, predict the reactants needed to synthesize it. The reactants are: [CH3:1][O:2][C:3](=[O:11])[C:4]1[CH:9]=[CH:8][C:7]([OH:10])=[N:6][CH:5]=1.[CH3:12][C:13]1[O:17][C:16]([C:18]2[CH:23]=[CH:22][CH:21]=[CH:20][CH:19]=2)=[N:15][C:14]=1[CH2:24][CH2:25]O.C1(P(C2C=CC=CC=2)C2C=CC=CC=2)C=CC=CC=1.CCOC(/N=N/C(OCC)=O)=O. (2) The reactants are: Cl[C:2]1[N:11]=[C:10]2[C:5]([C:6](=[O:18])[C:7]([C:15]([OH:17])=[O:16])=[CH:8][N:9]2[CH:12]2[CH2:14][CH2:13]2)=[CH:4][C:3]=1[F:19].[F:20][C:21]1[CH:22]=[C:23]([N:37]2[CH2:41][C@H:40]([CH2:42][NH:43][C:44](=[O:46])[CH3:45])[O:39][C:38]2=[O:47])[CH:24]=[CH:25][C:26]=1[O:27][CH2:28][C:29]1([OH:36])[CH2:35][CH2:34][CH2:33][NH:32][CH2:31][CH2:30]1.C(N(CC)CC)C.C[Si](C)(C)Cl. Given the product [C:44]([NH:43][CH2:42][C@@H:40]1[O:39][C:38](=[O:47])[N:37]([C:23]2[CH:24]=[CH:25][C:26]([O:27][CH2:28][C:29]3([OH:36])[CH2:35][CH2:34][CH2:33][N:32]([C:2]4[N:11]=[C:10]5[C:5]([C:6](=[O:18])[C:7]([C:15]([OH:17])=[O:16])=[CH:8][N:9]5[CH:12]5[CH2:14][CH2:13]5)=[CH:4][C:3]=4[F:19])[CH2:31][CH2:30]3)=[C:21]([F:20])[CH:22]=2)[CH2:41]1)(=[O:46])[CH3:45], predict the reactants needed to synthesize it. (3) Given the product [CH3:1][O:2][C:3]1[CH:4]=[C:5]2[C:10](=[CH:11][C:12]=1[O:13][CH3:14])[N:9]=[CH:8][CH:7]=[C:6]2[O:15][C:16]1[C:22]([CH3:23])=[CH:21][C:19]([NH:20][C:29](=[O:35])[O:30][CH2:31][C:40]2[CH:41]=[CH:42][CH:43]=[CH:44][C:39]=2[O:38][CH3:37])=[C:18]([CH3:24])[CH:17]=1, predict the reactants needed to synthesize it. The reactants are: [CH3:1][O:2][C:3]1[CH:4]=[C:5]2[C:10](=[CH:11][C:12]=1[O:13][CH3:14])[N:9]=[CH:8][CH:7]=[C:6]2[O:15][C:16]1[C:22]([CH3:23])=[CH:21][C:19]([NH2:20])=[C:18]([CH3:24])[CH:17]=1.ClC(Cl)(O[C:29](=[O:35])[O:30][C:31](Cl)(Cl)Cl)Cl.[CH3:37][O:38][C:39]1[CH:44]=[CH:43][CH:42]=[CH:41][C:40]=1CO.C(=O)(O)[O-].[Na+]. (4) Given the product [Cl:1][C:2]1[CH:3]=[CH:4][C:5]([OH:11])=[C:6]([CH:10]=1)[C:7]([NH:12][C:13]1[S:14][C:15]([C:22](=[O:27])[C:23]([CH3:26])([CH3:25])[CH3:24])=[C:16]([C:18]([CH3:20])([CH3:21])[CH3:19])[N:17]=1)=[O:9], predict the reactants needed to synthesize it. The reactants are: [Cl:1][C:2]1[CH:10]=[C:6]([C:7]([OH:9])=O)[C:5]([OH:11])=[CH:4][CH:3]=1.[NH2:12][C:13]1[S:14][C:15]([C:22](=[O:27])[C:23]([CH3:26])([CH3:25])[CH3:24])=[C:16]([C:18]([CH3:21])([CH3:20])[CH3:19])[N:17]=1.P(Cl)(Cl)Cl. (5) Given the product [C:1]([O:5][C:6]([N:8]1[CH2:9][CH2:10][CH:11]([CH2:14][C:15]([N:36]2[CH2:35][CH2:34][N:33]([S:30]([C:25]3[CH:24]=[CH:23][C:22]4[C:27](=[CH:28][CH:29]=[C:20]([Cl:19])[CH:21]=4)[CH:26]=3)(=[O:32])=[O:31])[CH2:38][CH2:37]2)=[O:17])[CH2:12][CH2:13]1)=[O:7])([CH3:2])([CH3:3])[CH3:4], predict the reactants needed to synthesize it. The reactants are: [C:1]([O:5][C:6]([N:8]1[CH2:13][CH2:12][CH:11]([CH2:14][C:15]([OH:17])=O)[CH2:10][CH2:9]1)=[O:7])([CH3:4])([CH3:3])[CH3:2].Cl.[Cl:19][C:20]1[CH:21]=[C:22]2[C:27](=[CH:28][CH:29]=1)[CH:26]=[C:25]([S:30]([N:33]1[CH2:38][CH2:37][NH:36][CH2:35][CH2:34]1)(=[O:32])=[O:31])[CH:24]=[CH:23]2.